Dataset: Reaction yield outcomes from USPTO patents with 853,638 reactions. Task: Predict the reaction yield, written as a fraction of the theoretical maximum amount of product (1.0 means a 100% yield; for example, 0.34 means a 34% yield). (1) The reactants are [C:1]1([CH:8]=[CH:7][CH:6]=[C:4]([OH:5])[CH:3]=1)[OH:2].[C:9](O)(=[O:16])[C:10]([CH2:12][C:13]([OH:15])=[O:14])=[CH2:11]. The catalyst is C1(C)C=CC=CC=1.O1CCOCC1. The product is [OH:2][C:1]1[CH:3]=[C:4]2[C:6]([CH2:11][CH:10]([CH2:12][C:13]([OH:15])=[O:14])[C:9](=[O:16])[O:5]2)=[CH:7][CH:8]=1. The yield is 0.500. (2) The reactants are [CH3:1][C@H:2]1[NH:7][CH2:6][CH2:5][N:4](C2C=CC(CCC)=CC=2)[CH2:3]1.Br[C:18]1[CH:23]=[CH:22][C:21]([C:24]2[C:28]3[CH:29]=[CH:30][CH:31]=[CH:32][C:27]=3[O:26][CH:25]=2)=[CH:20][CH:19]=1. The product is [O:26]1[C:27]2[CH:32]=[CH:31][CH:30]=[CH:29][C:28]=2[C:24]([C:21]2[CH:22]=[CH:23][C:18]([N:4]3[CH2:5][CH2:6][NH:7][C@H:2]([CH3:1])[CH2:3]3)=[CH:19][CH:20]=2)=[CH:25]1. The yield is 0.210. No catalyst specified. (3) The reactants are [CH3:1][O:2][CH2:3][O:4][C:5]1[CH:10]=[C:9]([CH2:11][CH2:12][O:13][CH3:14])[CH:8]=[C:7]([O:15][CH2:16][O:17][CH3:18])[CH:6]=1.[Br:19]N1C(=O)CCC1=O.O. The catalyst is CN(C)C=O. The product is [CH3:18][O:17][CH2:16][O:15][C:7]1[C:8]([Br:19])=[C:9]([CH2:11][CH2:12][O:13][CH3:14])[CH:10]=[C:5]([O:4][CH2:3][O:2][CH3:1])[CH:6]=1. The yield is 0.870. (4) The reactants are [N:1]1[CH:6]=[CH:5][N:4]=[CH:3][C:2]=1[C:7]1[CH:12]=[CH:11][CH:10]=[CH:9][C:8]=1[CH2:13]O.C1C=CC(P([N:29]=[N+:30]=[N-:31])(C2C=CC=CC=2)=O)=CC=1.C1CCN2C(=NCCC2)CC1. The catalyst is C1COCC1. The product is [N:29]([CH2:13][C:8]1[CH:9]=[CH:10][CH:11]=[CH:12][C:7]=1[C:2]1[CH:3]=[N:4][CH:5]=[CH:6][N:1]=1)=[N+:30]=[N-:31]. The yield is 0.400. (5) The reactants are [CH3:1][C@:2]12[C@@:19]3([CH3:20])[C@@H:10]([C@:11]4([CH3:31])[C@@H:16]([CH2:17][CH2:18]3)[C:15]([CH3:22])([CH3:21])[C:14]([O:23][S:24]([C:27]([F:30])([F:29])[F:28])(=[O:26])=[O:25])=[CH:13][CH2:12]4)[CH2:9][CH2:8][C@@H:7]1[C@H:6]1[C@H:32]([C:35]([CH3:37])=[CH2:36])[CH2:33][CH2:34][C@:5]1([C:38]([OH:40])=O)[CH2:4][CH2:3]2.C(N(CC)C(C)C)(C)C.CN(C(ON1N=NC2C=CC=NC1=2)=[N+](C)C)C.F[P-](F)(F)(F)(F)F.[NH2:74][CH2:75][CH2:76][N:77]1[CH2:82][CH2:81][S:80](=[O:84])(=[O:83])[CH2:79][CH2:78]1. The catalyst is C(Cl)Cl. The product is [F:30][C:27]([F:28])([F:29])[S:24]([O:23][C:14]1[C:15]([CH3:21])([CH3:22])[C@H:16]2[C@:11]([CH3:31])([CH2:12][CH:13]=1)[C@@H:10]1[C@:19]([CH3:20])([C@@:2]3([CH3:1])[C@H:7]([CH2:8][CH2:9]1)[C@H:6]1[C@H:32]([C:35]([CH3:37])=[CH2:36])[CH2:33][CH2:34][C@:5]1([C:38](=[O:40])[NH:74][CH2:75][CH2:76][N:77]1[CH2:82][CH2:81][S:80](=[O:84])(=[O:83])[CH2:79][CH2:78]1)[CH2:4][CH2:3]3)[CH2:18][CH2:17]2)(=[O:25])=[O:26]. The yield is 0.619. (6) The reactants are [N+:1]([C:4]1[CH:21]=[CH:20][C:7]([O:8][C:9]2[CH:10]=[C:11]3[C:15](=[CH:16][CH:17]=2)[C:14](=[O:18])[NH:13][C:12]3=[O:19])=[CH:6][CH:5]=1)([O-:3])=[O:2].[H-].[Na+].[CH3:24]I.O. The catalyst is CN(C=O)C. The product is [N+:1]([C:4]1[CH:21]=[CH:20][C:7]([O:8][C:9]2[CH:10]=[C:11]3[C:15](=[CH:16][CH:17]=2)[C:14](=[O:18])[N:13]([CH3:24])[C:12]3=[O:19])=[CH:6][CH:5]=1)([O-:3])=[O:2]. The yield is 0.830. (7) The reactants are [CH:1]1([C:4]([NH:6][C:7]2[N:8]=[C:9]3[CH:14]=[CH:13][C:12]([O:15][C:16]4[CH:21]=[CH:20][C:19]([NH:22][C:23]([C:25]5[C:26](=[O:39])[N:27]([C:32]6[CH:37]=[CH:36][C:35]([F:38])=[CH:34][CH:33]=6)[N:28]([CH3:31])[C:29]=5[CH3:30])=[O:24])=[CH:18][C:17]=4[F:40])=[CH:11][N:10]3[CH:41]=2)=[O:5])[CH2:3][CH2:2]1.[ClH:42]. The catalyst is C(C(C)=O)C.O. The product is [OH2:5].[ClH:42].[CH:1]1([C:4]([NH:6][C:7]2[N:8]=[C:9]3[CH:14]=[CH:13][C:12]([O:15][C:16]4[CH:21]=[CH:20][C:19]([NH:22][C:23]([C:25]5[C:26](=[O:39])[N:27]([C:32]6[CH:33]=[CH:34][C:35]([F:38])=[CH:36][CH:37]=6)[N:28]([CH3:31])[C:29]=5[CH3:30])=[O:24])=[CH:18][C:17]=4[F:40])=[CH:11][N:10]3[CH:41]=2)=[O:5])[CH2:3][CH2:2]1. The yield is 0.270. (8) The reactants are [C:1]([O:5][C:6](=[O:20])[NH:7][C:8]1[CH:13]=[CH:12][C:11]([CH2:14][CH2:15][CH3:16])=[C:10]([N+:17]([O-:19])=[O:18])[CH:9]=1)([CH3:4])([CH3:3])[CH3:2].[CH3:21]I. The catalyst is CN(C=O)C. The product is [C:1]([O:5][C:6](=[O:20])[N:7]([CH3:21])[C:8]1[CH:13]=[CH:12][C:11]([CH2:14][CH2:15][CH3:16])=[C:10]([N+:17]([O-:19])=[O:18])[CH:9]=1)([CH3:2])([CH3:3])[CH3:4]. The yield is 0.520. (9) The reactants are Br[CH:2]([C:4]1[C:13]([Cl:14])=[N:12][CH:11]=[CH:10][C:5]=1[C:6]([O:8]C)=O)[CH3:3].Cl.[Cl:16][C:17]1[CH:18]=[C:19]([CH2:28][NH2:29])[CH:20]=[N:21][C:22]=1[O:23][CH2:24][CH:25]([F:27])[F:26]. No catalyst specified. The product is [Cl:14][C:13]1[C:4]2[CH:2]([CH3:3])[N:29]([CH2:28][C:19]3[CH:20]=[N:21][C:22]([O:23][CH2:24][CH:25]([F:26])[F:27])=[C:17]([Cl:16])[CH:18]=3)[C:6](=[O:8])[C:5]=2[CH:10]=[CH:11][N:12]=1. The yield is 0.160.